From a dataset of HIV replication inhibition screening data with 41,000+ compounds from the AIDS Antiviral Screen. Binary Classification. Given a drug SMILES string, predict its activity (active/inactive) in a high-throughput screening assay against a specified biological target. (1) The drug is COc1ccc(N=Cc2c(O)ccc3c2oc2cc(Cl)c(O)c(Cl)c23)cc1. The result is 0 (inactive). (2) The molecule is O=C1OC(c2ccccc2)(c2ccccc2)c2ccc3ccc(F)cc3c21. The result is 0 (inactive). (3) The molecule is Clc1ccc(-c2cc3nc4ccccc4nc3o2)cc1. The result is 0 (inactive). (4) The drug is CCOC(=O)C(=O)C(=CNC(=S)Nc1ccccc1Cl)C(=O)OCC. The result is 0 (inactive). (5) The compound is CC(C)(C)c1cc2c(c(C(C)(C)C)c1O)CC(=O)O2. The result is 0 (inactive). (6) The drug is Cc1c2c(n(CCc3ccc(Cl)cc3)c1C)NC(c1ccccc1)C(C#N)S2(=O)=O. The result is 0 (inactive).